From a dataset of Peptide-MHC class I binding affinity with 185,985 pairs from IEDB/IMGT. Regression. Given a peptide amino acid sequence and an MHC pseudo amino acid sequence, predict their binding affinity value. This is MHC class I binding data. (1) The peptide sequence is FQPQDGQFI. The MHC is H-2-Db with pseudo-sequence H-2-Db. The binding affinity (normalized) is 0.326. (2) The peptide sequence is KFKLTLPNK. The binding affinity (normalized) is 0.769. The MHC is HLA-A30:01 with pseudo-sequence HLA-A30:01. (3) The peptide sequence is ADKNLIKCS. The MHC is HLA-B07:02 with pseudo-sequence HLA-B07:02. The binding affinity (normalized) is 0. (4) The peptide sequence is NPDQNTFPNI. The MHC is HLA-B51:01 with pseudo-sequence HLA-B51:01. The binding affinity (normalized) is 0.0366. (5) The peptide sequence is VSIRGSHHK. The MHC is HLA-A26:01 with pseudo-sequence HLA-A26:01. The binding affinity (normalized) is 0.0847. (6) The peptide sequence is IAMLKSKNI. The MHC is HLA-A02:01 with pseudo-sequence HLA-A02:01. The binding affinity (normalized) is 0.00625. (7) The peptide sequence is LVGAAIHPF. The MHC is HLA-B35:01 with pseudo-sequence HLA-B35:01. The binding affinity (normalized) is 0.689. (8) The binding affinity (normalized) is 0.347. The MHC is HLA-A02:01 with pseudo-sequence HLA-A02:01. The peptide sequence is LLPLTSLVIT. (9) The peptide sequence is RMVSLVTSFL. The MHC is HLA-A02:06 with pseudo-sequence HLA-A02:06. The binding affinity (normalized) is 0.633. (10) The peptide sequence is IDWIDGNQTNI. The MHC is Mamu-B01 with pseudo-sequence Mamu-B01. The binding affinity (normalized) is 0.258.